This data is from Catalyst prediction with 721,799 reactions and 888 catalyst types from USPTO. The task is: Predict which catalyst facilitates the given reaction. (1) Reactant: C1(P(C2C=CC=CC=2)C2C=CC=CC=2)C=CC=CC=1.[CH2:20]([O:28][CH2:29][CH2:30]O)[CH2:21][C:22]1[CH:27]=[CH:26][CH:25]=[CH:24][CH:23]=1.C(Br)(Br)(Br)[Br:33]. Product: [Br:33][CH2:30][CH2:29][O:28][CH2:20][CH2:21][C:22]1[CH:27]=[CH:26][CH:25]=[CH:24][CH:23]=1. The catalyst class is: 2. (2) The catalyst class is: 4. Product: [F:41][C:2]1([C:15]2[CH:16]=[CH:17][C:18]([CH2:21][N:22]3[C:30]4[C:25](=[CH:26][C:27]([S:31]([CH3:34])(=[O:33])=[O:32])=[CH:28][CH:29]=4)[CH:24]=[CH:23]3)=[N:19][CH:20]=2)[CH2:7][CH2:6][N:5]([C:8]([O:10][C:11]([CH3:14])([CH3:13])[CH3:12])=[O:9])[CH2:4][CH2:3]1. Reactant: O[C:2]1([C:15]2[CH:16]=[CH:17][C:18]([CH2:21][N:22]3[C:30]4[C:25](=[CH:26][C:27]([S:31]([CH3:34])(=[O:33])=[O:32])=[CH:28][CH:29]=4)[CH:24]=[CH:23]3)=[N:19][CH:20]=2)[CH2:7][CH2:6][N:5]([C:8]([O:10][C:11]([CH3:14])([CH3:13])[CH3:12])=[O:9])[CH2:4][CH2:3]1.C(N(S(F)(F)[F:41])CC)C.O.